This data is from NCI-60 drug combinations with 297,098 pairs across 59 cell lines. The task is: Regression. Given two drug SMILES strings and cell line genomic features, predict the synergy score measuring deviation from expected non-interaction effect. (1) Drug 1: CC1=C(C(CCC1)(C)C)C=CC(=CC=CC(=CC(=O)O)C)C. Drug 2: CC1=C(N=C(N=C1N)C(CC(=O)N)NCC(C(=O)N)N)C(=O)NC(C(C2=CN=CN2)OC3C(C(C(C(O3)CO)O)O)OC4C(C(C(C(O4)CO)O)OC(=O)N)O)C(=O)NC(C)C(C(C)C(=O)NC(C(C)O)C(=O)NCCC5=NC(=CS5)C6=NC(=CS6)C(=O)NCCC[S+](C)C)O. Cell line: MALME-3M. Synergy scores: CSS=20.5, Synergy_ZIP=-7.00, Synergy_Bliss=-2.11, Synergy_Loewe=1.02, Synergy_HSA=1.68. (2) Drug 1: C1CC(C1)(C(=O)O)C(=O)O.[NH2-].[NH2-].[Pt+2]. Drug 2: CNC(=O)C1=NC=CC(=C1)OC2=CC=C(C=C2)NC(=O)NC3=CC(=C(C=C3)Cl)C(F)(F)F. Cell line: LOX IMVI. Synergy scores: CSS=5.12, Synergy_ZIP=-0.978, Synergy_Bliss=-3.15, Synergy_Loewe=-11.9, Synergy_HSA=-3.64. (3) Drug 1: C(=O)(N)NO. Drug 2: CCN(CC)CCCC(C)NC1=C2C=C(C=CC2=NC3=C1C=CC(=C3)Cl)OC. Cell line: MDA-MB-231. Synergy scores: CSS=14.1, Synergy_ZIP=-0.252, Synergy_Bliss=1.33, Synergy_Loewe=-7.95, Synergy_HSA=0.113. (4) Drug 1: C1=NC(=NC(=O)N1C2C(C(C(O2)CO)O)O)N. Drug 2: C1CC(=O)NC(=O)C1N2C(=O)C3=CC=CC=C3C2=O. Cell line: ACHN. Synergy scores: CSS=11.5, Synergy_ZIP=-5.96, Synergy_Bliss=2.23, Synergy_Loewe=-22.2, Synergy_HSA=-0.719. (5) Drug 1: CCCS(=O)(=O)NC1=C(C(=C(C=C1)F)C(=O)C2=CNC3=C2C=C(C=N3)C4=CC=C(C=C4)Cl)F. Drug 2: CC1=C(N=C(N=C1N)C(CC(=O)N)NCC(C(=O)N)N)C(=O)NC(C(C2=CN=CN2)OC3C(C(C(C(O3)CO)O)O)OC4C(C(C(C(O4)CO)O)OC(=O)N)O)C(=O)NC(C)C(C(C)C(=O)NC(C(C)O)C(=O)NCCC5=NC(=CS5)C6=NC(=CS6)C(=O)NCCC[S+](C)C)O. Cell line: DU-145. Synergy scores: CSS=-1.90, Synergy_ZIP=-3.04, Synergy_Bliss=-6.23, Synergy_Loewe=-20.4, Synergy_HSA=-9.13. (6) Drug 1: COC1=C(C=C2C(=C1)N=CN=C2NC3=CC(=C(C=C3)F)Cl)OCCCN4CCOCC4. Drug 2: CN1C(=O)N2C=NC(=C2N=N1)C(=O)N. Cell line: RXF 393. Synergy scores: CSS=17.0, Synergy_ZIP=-5.84, Synergy_Bliss=-1.57, Synergy_Loewe=-24.5, Synergy_HSA=-3.04.